This data is from Forward reaction prediction with 1.9M reactions from USPTO patents (1976-2016). The task is: Predict the product of the given reaction. (1) Given the reactants [F:1][C:2]([F:21])([F:20])[C:3]([N:5]1[CH2:10][CH2:9][CH:8]([C:11]2[CH:19]=[CH:18][C:14]([C:15](Cl)=[O:16])=[CH:13][CH:12]=2)[CH2:7][CH2:6]1)=[O:4].CCN(C(C)C)C(C)C, predict the reaction product. The product is: [F:21][C:2]([F:1])([F:20])[C:3]([N:5]1[CH2:6][CH2:7][CH:8]([C:11]2[CH:12]=[CH:13][C:14]([CH:15]=[O:16])=[CH:18][CH:19]=2)[CH2:9][CH2:10]1)=[O:4]. (2) Given the reactants [NH2:1][C:2]1[CH:3]=[CH:4][CH:5]=[C:6]2[C:10]=1[NH:9][C:8]([C:11]([O:13][CH2:14][CH3:15])=[O:12])=[CH:7]2.[CH3:16][N:17]1[CH:21]=[CH:20][N:19]=[C:18]1[S:22](Cl)(=[O:24])=[O:23].N1C=CC=C[CH:27]=1, predict the reaction product. The product is: [CH3:27][N:1]([S:22]([C:18]1[N:17]([CH3:16])[CH:21]=[CH:20][N:19]=1)(=[O:24])=[O:23])[C:2]1[CH:3]=[CH:4][CH:5]=[C:6]2[C:10]=1[NH:9][C:8]([C:11]([O:13][CH2:14][CH3:15])=[O:12])=[CH:7]2.